From a dataset of Catalyst prediction with 721,799 reactions and 888 catalyst types from USPTO. Predict which catalyst facilitates the given reaction. (1) Reactant: [Cl:1][C:2]1[CH:3]=[N:4][N:5]([CH2:7][C:8]2[CH:13]=[CH:12][C:11]([CH2:14]O)=[CH:10][CH:9]=2)[CH:6]=1.P(Br)(Br)[Br:17]. Product: [Br:17][CH2:14][C:11]1[CH:12]=[CH:13][C:8]([CH2:7][N:5]2[CH:6]=[C:2]([Cl:1])[CH:3]=[N:4]2)=[CH:9][CH:10]=1. The catalyst class is: 754. (2) Reactant: Cl.[CH3:2][O:3][C:4](=[O:8])[C@H:5]([CH3:7])[NH2:6].C(N(CC)CC)C.[Cl:16][C:17]1[CH:18]=[C:19]([CH:22]=[CH:23][C:24]=1[Cl:25])[CH:20]=O.S([O-])([O-])(=O)=O.[Mg+2]. Product: [CH3:2][O:3][C:4](=[O:8])[CH:5]([N:6]=[CH:20][C:19]1[CH:22]=[CH:23][C:24]([Cl:25])=[C:17]([Cl:16])[CH:18]=1)[CH3:7]. The catalyst class is: 2. (3) Reactant: [Cl:1][C:2]1[CH:16]=[C:15]([NH:17][C:18]2[CH:23]=[CH:22][C:21]([F:24])=[CH:20][C:19]=2[CH3:25])[CH:14]=[CH:13][C:3]=1[C:4]([C:6]1[CH:11]=[CH:10][CH:9]=[CH:8][C:7]=1[CH3:12])=[O:5].[H-].[Na+].[CH3:28]I.O. Product: [Cl:1][C:2]1[CH:16]=[C:15]([N:17]([C:18]2[CH:23]=[CH:22][C:21]([F:24])=[CH:20][C:19]=2[CH3:25])[CH3:28])[CH:14]=[CH:13][C:3]=1[C:4]([C:6]1[CH:11]=[CH:10][CH:9]=[CH:8][C:7]=1[CH3:12])=[O:5]. The catalyst class is: 60. (4) Reactant: C(OC(=O)[NH:7][C@@H:8]1[CH2:10][C@H:9]1[C:11]1[N:12]=[C:13]([Br:16])[S:14][CH:15]=1)(C)(C)C.[ClH:18].C(OCC)(=O)C. Product: [ClH:18].[Br:16][C:13]1[S:14][CH:15]=[C:11]([C@@H:9]2[CH2:10][C@H:8]2[NH2:7])[N:12]=1. The catalyst class is: 13. (5) Reactant: [C:1]([C:3]1[CH:4]=[C:5]([C:10]2[O:14][C:13]([NH:15][CH2:16][C:17]([NH:19][C:20]3[CH:25]=[CH:24][CH:23]=[C:22]([O:26][CH3:27])[CH:21]=3)=[O:18])=[N:12][N:11]=2)[CH:6]=[CH:7][C:8]=1F)#[N:2].O.[NH2:29]N. Product: [NH:29]1[C:8]2[C:3](=[CH:4][C:5]([C:10]3[O:14][C:13]([NH:15][CH2:16][C:17]([NH:19][C:20]4[CH:25]=[CH:24][CH:23]=[C:22]([O:26][CH3:27])[CH:21]=4)=[O:18])=[N:12][N:11]=3)=[CH:6][CH:7]=2)[CH:1]=[N:2]1. The catalyst class is: 51. (6) Reactant: Cl.C(OC([NH:9][CH:10]1[CH2:15][CH2:14][CH:13]([N:16]([C@@H:24]2[CH2:26][C@H:25]2[C:27]2[CH:28]=[N:29][C:30]([NH:33][CH2:34][C:35]3[CH:40]=[CH:39][CH:38]=[C:37]([CH3:41])[CH:36]=3)=[CH:31][CH:32]=2)C(=O)OC(C)(C)C)[CH2:12][CH2:11]1)=O)(C)(C)C. Product: [CH3:41][C:37]1[CH:36]=[C:35]([CH:40]=[CH:39][CH:38]=1)[CH2:34][NH:33][C:30]1[N:29]=[CH:28][C:27]([C@@H:25]2[CH2:26][C@H:24]2[NH:16][CH:13]2[CH2:12][CH2:11][CH:10]([NH2:9])[CH2:15][CH2:14]2)=[CH:32][CH:31]=1. The catalyst class is: 12. (7) Reactant: ClC(Cl)(O[C:5](=[O:11])OC(Cl)(Cl)Cl)Cl.[CH:13]1([N:16]2[C:20]3[N:21]=[C:22]([C:31]4[CH:37]=[CH:36][C:34]([NH2:35])=[CH:33][CH:32]=4)[N:23]=[C:24]([N:25]4[CH2:30][CH2:29][O:28][CH2:27][CH2:26]4)[C:19]=3[N:18]=[N:17]2)[CH2:15][CH2:14]1.[N:38]1[CH:43]=[CH:42][C:41]([NH2:44])=[CH:40][CH:39]=1.CCN(CC)CC. Product: [CH:13]1([N:16]2[C:20]3[N:21]=[C:22]([C:31]4[CH:37]=[CH:36][C:34]([NH:35][C:5]([NH:44][C:41]5[CH:42]=[CH:43][N:38]=[CH:39][CH:40]=5)=[O:11])=[CH:33][CH:32]=4)[N:23]=[C:24]([N:25]4[CH2:30][CH2:29][O:28][CH2:27][CH2:26]4)[C:19]=3[N:18]=[N:17]2)[CH2:15][CH2:14]1. The catalyst class is: 2.